This data is from Reaction yield outcomes from USPTO patents with 853,638 reactions. The task is: Predict the reaction yield, written as a fraction of the theoretical maximum amount of product (1.0 means a 100% yield; for example, 0.34 means a 34% yield). (1) The reactants are [NH2:1][C:2]1[CH:7]=[C:6]([CH2:8][NH:9][C:10]2[CH:28]=[CH:27][CH:26]=[CH:25][C:11]=2[C:12]([NH:14][C:15]2[CH:20]=[CH:19][CH:18]=[C:17]([C:21]([F:24])([F:23])[F:22])[CH:16]=2)=[O:13])[CH:5]=[CH:4][N:3]=1.[CH3:29][S:30](Cl)(=[O:32])=[O:31].C(N(CC)CC)C. The catalyst is ClCCl. The product is [CH3:29][S:30]([N:1]([S:30]([CH3:29])(=[O:32])=[O:31])[C:2]1[CH:7]=[C:6]([CH2:8][NH:9][C:10]2[CH:28]=[CH:27][CH:26]=[CH:25][C:11]=2[C:12]([NH:14][C:15]2[CH:20]=[CH:19][CH:18]=[C:17]([C:21]([F:22])([F:24])[F:23])[CH:16]=2)=[O:13])[CH:5]=[CH:4][N:3]=1)(=[O:32])=[O:31]. The yield is 0.300. (2) The reactants are [CH3:1][O:2][C:3]1[CH:8]=[CH:7][CH:6]=[CH:5][C:4]=1[C:9](=[NH:11])[NH2:10].C[O-].[Na+].[Cl:15][CH:16]([C:22](=O)[CH3:23])[C:17](OCC)=[O:18]. The catalyst is CO.O1CCOCC1. The product is [Cl:15][C:16]1[C:17](=[O:18])[N:11]=[C:9]([C:4]2[CH:5]=[CH:6][CH:7]=[CH:8][C:3]=2[O:2][CH3:1])[NH:10][C:22]=1[CH3:23]. The yield is 0.390. (3) The reactants are [C:1]1([CH2:7][CH2:8][N:9]2[CH2:14][CH2:13][CH:12](C(OCC)=O)[CH2:11][CH2:10]2)[CH:6]=[CH:5][CH:4]=[CH:3][CH:2]=1.[F:20][C:21]1[CH:26]=[CH:25][C:24]([CH:27](N)[C:28]2[CH:33]=[CH:32][C:31]([F:34])=[CH:30][CH:29]=2)=[CH:23][CH:22]=1.C[CH2:37][N:38]=[C:39]=NCCCN(C)C.C1C=CC2N([OH:56])N=NC=2C=1. The catalyst is CCN(CC)CC.C(Cl)Cl. The product is [F:20][C:21]1[CH:26]=[CH:25][C:24]([CH:27]([C:28]2[CH:33]=[CH:32][C:31]([F:34])=[CH:30][CH:29]=2)[CH2:37][NH:38][C:39]([CH:14]2[CH2:13][CH2:12][CH2:11][CH2:10][N:9]2[CH2:8][CH2:7][C:1]2[CH:2]=[CH:3][CH:4]=[CH:5][CH:6]=2)=[O:56])=[CH:23][CH:22]=1. The yield is 0.740. (4) The reactants are [N:1]([C@H:4]([CH2:21][CH3:22])[C@@H:5]([NH:13][C:14](=[O:20])[O:15][C:16]([CH3:19])([CH3:18])[CH3:17])[CH2:6][CH:7]1[CH2:12][CH2:11][CH2:10][CH2:9][CH2:8]1)=[N+]=[N-]. The catalyst is CO.[Pd]. The product is [NH2:1][C@H:4]([CH2:21][CH3:22])[C@@H:5]([NH:13][C:14](=[O:20])[O:15][C:16]([CH3:17])([CH3:18])[CH3:19])[CH2:6][CH:7]1[CH2:12][CH2:11][CH2:10][CH2:9][CH2:8]1. The yield is 0.930.